Dataset: Forward reaction prediction with 1.9M reactions from USPTO patents (1976-2016). Task: Predict the product of the given reaction. (1) The product is: [C:8]([C:12]1[CH:13]=[CH:14][C:15]([NH:18][C:19](=[O:27])[C:20]2[CH:25]=[CH:24][C:23]([N:1]3[CH:5]=[CH:4][CH:3]=[N:2]3)=[N:22][CH:21]=2)=[CH:16][CH:17]=1)([CH3:11])([CH3:9])[CH3:10]. Given the reactants [NH:1]1[CH:5]=[CH:4][CH:3]=[N:2]1.[H-].[Na+].[C:8]([C:12]1[CH:17]=[CH:16][C:15]([NH:18][C:19](=[O:27])[C:20]2[CH:25]=[CH:24][C:23](Cl)=[N:22][CH:21]=2)=[CH:14][CH:13]=1)([CH3:11])([CH3:10])[CH3:9], predict the reaction product. (2) The product is: [O:6]=[C:1]1[CH2:5][CH2:4][CH:3]([NH:14][C:7](=[O:8])[O:9][C:10]([CH3:13])([CH3:12])[CH3:11])[CH2:2]1. Given the reactants [C:1]1(=[O:6])[CH2:5][CH2:4][CH:3]=[CH:2]1.[C:7]([NH2:14])([O:9][C:10]([CH3:13])([CH3:12])[CH3:11])=[O:8].[N+]([O-])([O-])=O.[Bi+3].[N+]([O-])([O-])=O.[N+]([O-])([O-])=O, predict the reaction product. (3) The product is: [CH2:7]([N:3]1[CH2:4][CH2:5][N:6]([CH2:7][CH2:8][C:9]2[CH:14]=[CH:13][CH:12]=[CH:11][CH:10]=2)[CH2:1][CH2:2]1)[CH2:8][C:9]1[CH:14]=[CH:13][CH:12]=[CH:11][CH:10]=1. Given the reactants [CH2:1]1[NH:6][CH2:5][CH2:4][NH:3][CH2:2]1.[CH2:7](Br)[CH2:8][C:9]1[CH:14]=[CH:13][CH:12]=[CH:11][CH:10]=1.C([O-])([O-])=O.[K+].[K+], predict the reaction product.